This data is from Forward reaction prediction with 1.9M reactions from USPTO patents (1976-2016). The task is: Predict the product of the given reaction. (1) Given the reactants [Cl:1][C:2]1[CH:3]=[C:4]([C@@H:8]([CH2:24][CH:25]=[CH2:26])[C:9](=[N:17][S@@:18]([C:20]([CH3:23])([CH3:22])[CH3:21])=[O:19])[C:10]2[CH:15]=[CH:14][C:13]([Cl:16])=[CH:12][CH:11]=2)[CH:5]=[CH:6][CH:7]=1.[CH3:27][Li], predict the reaction product. The product is: [Cl:1][C:2]1[CH:3]=[C:4]([C@@H:8]([CH2:24][CH:25]=[CH2:26])[C@:9]([NH:17][S@@:18]([C:20]([CH3:21])([CH3:22])[CH3:23])=[O:19])([C:10]2[CH:15]=[CH:14][C:13]([Cl:16])=[CH:12][CH:11]=2)[CH3:27])[CH:5]=[CH:6][CH:7]=1. (2) Given the reactants [C:1]([O:5][C:6](=[O:13])[CH:7]([CH2:11][Br:12])[CH:8]([CH3:10])C)([CH3:4])([CH3:3])[CH3:2].Br[CH2:15][CH:16]([CH2:20][C:21]1C=CC=C[CH:22]=1)C(O)=O, predict the reaction product. The product is: [C:1]([O:5][C:6](=[O:13])[CH:7]([CH2:11][Br:12])[CH2:8][C:10]1[CH:22]=[CH:21][CH:20]=[CH:16][CH:15]=1)([CH3:2])([CH3:3])[CH3:4]. (3) Given the reactants [C:1]12([C:11]3[CH:16]=[C:15]([CH3:17])[CH:14]=[CH:13][C:12]=3[OH:18])[CH2:10][CH:5]3[CH2:6][CH:7]([CH2:9][CH:3]([CH2:4]3)[CH2:2]1)[CH2:8]2.[Cl:19][S:20](O)(=[O:22])=[O:21], predict the reaction product. The product is: [C:1]12([C:11]3[C:12]([OH:18])=[C:13]([S:20]([Cl:19])(=[O:22])=[O:21])[CH:14]=[C:15]([CH3:17])[CH:16]=3)[CH2:8][CH:7]3[CH2:9][CH:3]([CH2:4][CH:5]([CH2:6]3)[CH2:10]1)[CH2:2]2. (4) Given the reactants [C:1]([C:5]1[CH:6]=[C:7]([CH:12]=[C:13](Cl)[N:14]=1)[C:8]([O:10]C)=[O:9])([CH3:4])([CH3:3])[CH3:2].[CH3:16][NH2:17], predict the reaction product. The product is: [C:1]([C:5]1[CH:6]=[C:7]([CH:12]=[C:13]([NH:17][CH3:16])[N:14]=1)[C:8]([OH:10])=[O:9])([CH3:4])([CH3:3])[CH3:2]. (5) Given the reactants [N:1]1[C:9]2[C:4](=[N:5][CH:6]=[CH:7][CH:8]=2)[NH:3][C:2]=1[C:10]1[CH:11]=[C:12]([CH:17]=[CH:18][CH:19]=1)[C:13]([O:15][CH3:16])=[O:14].C1C=C([Cl:26])C=C(C(OO)=O)C=1, predict the reaction product. The product is: [Cl:26][C:8]1[CH:7]=[CH:6][N:5]=[C:4]2[NH:3][C:2]([C:10]3[CH:11]=[C:12]([CH:17]=[CH:18][CH:19]=3)[C:13]([O:15][CH3:16])=[O:14])=[N:1][C:9]=12. (6) The product is: [Na+:25].[CH3:22][O:21][CH2:20][CH2:19][N:16]1[CH2:17][CH2:18][N:13]([C:10]2[CH:11]=[CH:12][C:7]([C:6]([O-:23])=[O:5])=[CH:8][CH:9]=2)[CH2:14][CH2:15]1. Given the reactants CO.O.C[O:5][C:6](=[O:23])[C:7]1[CH:12]=[CH:11][C:10]([N:13]2[CH2:18][CH2:17][N:16]([CH2:19][CH2:20][O:21][CH3:22])[CH2:15][CH2:14]2)=[CH:9][CH:8]=1.[OH-].[Na+:25], predict the reaction product.